This data is from Experimentally validated miRNA-target interactions with 360,000+ pairs, plus equal number of negative samples. The task is: Binary Classification. Given a miRNA mature sequence and a target amino acid sequence, predict their likelihood of interaction. (1) The protein sequence of the target gene is MIWRRAALAGTRLVWSRSGSAGWLDRAAGAAGAAAAAASGMESNTSSSLENLATAPVNQIQETISDNCVVIFSKTSCSYCTMAKKLFHDMNVNYKVVELDLLEYGNQFQDALYKMTGERTVPRIFVNGTFIGGATDTHRLHKEGKLLPLVHQCYLKKSKRKEFQ. Result: 0 (no interaction). The miRNA is hsa-miR-4423-3p with sequence AUAGGCACCAAAAAGCAACAA. (2) The miRNA is hsa-miR-744-3p with sequence CUGUUGCCACUAACCUCAACCU. The protein sequence of the target gene is MFTVSQTSRAWFIDRARQAREERLVQKERERSAVTIQALVRSFLCRRRLHRDIRKEIDEFFSADESGSSKRSALCIFKIARRLLFICKTTEDSERLEKLCRSILNSMDAENEPKVWYVSLALSKDLTLLWIKQIKSILWHCCELLGQLKPEILQDSRLITLYLTMLVTFTDTSTWKILRGKGESLRPALNHICANIMGHLNQRGLYSVLQVLLTRGLARPRPCLSKGMLTAAFSLALRPVVAAQFSDNLMRPFIIHVMSVPALVAHLSTVAPERLGVLESHDMLRKFIVFLRDRDRCRDA.... Result: 0 (no interaction). (3) The miRNA is mmu-miR-344e-3p with sequence GAUAUAACCAAAGCCUGACUAU. The protein sequence of the target gene is MAMFRSLVASAQQRQPPAGPAGGDSGLEAQFSCPICLEVYHRPVAIGSCGHTFCGECLQPCLQVPSPLCPLCRLPFDPKKVDKATHVEKQLSSYKAPCRGCNKKVTLAKMRAHISSCLKVQEQMANCPKFVPVVPTSQPIPSNIPNRSTFACPYCGARNLDQQELVKHCVESHRSDPNRVVCPICSAMPWGDPSYKSANFLQHLLHRHKFSYDTFVDYSIDEEAAFQAALALSLSEN. Result: 1 (interaction).